Regression. Given a peptide amino acid sequence and an MHC pseudo amino acid sequence, predict their binding affinity value. This is MHC class II binding data. From a dataset of Peptide-MHC class II binding affinity with 134,281 pairs from IEDB. The peptide sequence is AHARSYQTLSTQAAA. The MHC is DRB1_1302 with pseudo-sequence DRB1_1302. The binding affinity (normalized) is 0.198.